From a dataset of Full USPTO retrosynthesis dataset with 1.9M reactions from patents (1976-2016). Predict the reactants needed to synthesize the given product. Given the product [CH:15]1([CH2:21][N:4]2[C:5]3[C:10](=[CH:9][CH:8]=[C:7]([C:11]([O:13][CH3:14])=[O:12])[CH:6]=3)[C:2]([CH3:1])=[CH:3]2)[CH2:20][CH2:19][CH2:18][CH2:17][CH2:16]1, predict the reactants needed to synthesize it. The reactants are: [CH3:1][C:2]1[C:10]2[C:5](=[CH:6][C:7]([C:11]([O:13][CH3:14])=[O:12])=[CH:8][CH:9]=2)[NH:4][CH:3]=1.[CH:15]1([CH2:21]Br)[CH2:20][CH2:19][CH2:18][CH2:17][CH2:16]1.[OH-].[K+].